This data is from Forward reaction prediction with 1.9M reactions from USPTO patents (1976-2016). The task is: Predict the product of the given reaction. (1) Given the reactants P([O-])([O-])([O-])=O.[K+].[K+].[K+].Br[C:10]1[CH:11]=[C:12]([CH:18]=[CH:19][CH:20]=1)[C:13]([O:15][CH2:16][CH3:17])=[O:14].[CH:21]([NH2:24])([CH3:23])[CH3:22].ClCCl, predict the reaction product. The product is: [CH:21]([NH:24][C:10]1[CH:11]=[C:12]([CH:18]=[CH:19][CH:20]=1)[C:13]([O:15][CH2:16][CH3:17])=[O:14])([CH3:23])[CH3:22]. (2) Given the reactants [Cl:1][C:2]1[CH:7]=[C:6](Cl)[N:5]=[C:4]2[N:9]([CH:13]([CH3:15])[CH3:14])[N:10]=[C:11]([CH3:12])[C:3]=12.[OH:16][C:17]1[CH:18]=[C:19](B(O)O)[CH:20]=[CH:21][CH:22]=1.C([O-])(O)=O.[Na+], predict the reaction product. The product is: [Cl:1][C:2]1[CH:7]=[C:6]([C:21]2[CH:22]=[C:17]([OH:16])[CH:18]=[CH:19][CH:20]=2)[N:5]=[C:4]2[N:9]([CH:13]([CH3:15])[CH3:14])[N:10]=[C:11]([CH3:12])[C:3]=12. (3) Given the reactants C(O[C:4](=O)[CH2:5][C:6]([C@@H:8]1[CH2:12][CH2:11][CH2:10][N:9]1[C:13]([O:15]C(C)(C)C)=O)=O)C.[NH2:21]/[C:22](/[CH2:29][CH2:30][C:31]1[CH:36]=[CH:35][C:34]([F:37])=[CH:33][CH:32]=1)=[CH:23]\[C:24]([O:26][CH2:27][CH3:28])=[O:25].[Br:38][C:39]1[CH:40]=[C:41](C=O)[S:42][CH:43]=1.N1CCCCC1.O=[N+]([O-])[O-].[O-][N+](=O)[O-].[O-][N+](=O)[O-].[O-][N+](=O)[O-].[O-][N+](=O)[O-].[O-][N+](=O)[O-].[Ce+4].[NH4+].[NH4+].CCN(CC)CC, predict the reaction product. The product is: [Br:38][C:39]1[CH:40]=[C:41]([C:4]2[C:5]3[C:13](=[O:15])[N:9]4[C@H:8]([C:6]=3[N:21]=[C:22]([CH2:29][CH2:30][C:31]3[CH:32]=[CH:33][C:34]([F:37])=[CH:35][CH:36]=3)[C:23]=2[C:24]([O:26][CH2:27][CH3:28])=[O:25])[CH2:12][CH2:11][CH2:10]4)[S:42][CH:43]=1. (4) Given the reactants [Br:1][C:2]1[CH:3]=[N:4][C:5]2[N:6]([N:8]=[C:9]([C:11]([OH:13])=O)[CH:10]=2)[CH:7]=1.[CH3:14][CH:15]1[CH2:24][C:23]2[C:18](=[CH:19][CH:20]=[CH:21][CH:22]=2)[CH2:17][NH:16]1, predict the reaction product. The product is: [Br:1][C:2]1[CH:3]=[N:4][C:5]2[N:6]([N:8]=[C:9]([C:11]([N:16]3[C@H:15]([CH3:14])[CH2:24][C:23]4[C:18](=[CH:19][CH:20]=[CH:21][CH:22]=4)[CH2:17]3)=[O:13])[CH:10]=2)[CH:7]=1. (5) Given the reactants [F:1][C:2]1[CH:7]=[C:6]([F:8])[CH:5]=[CH:4][C:3]=1I.[C:10]([OH:14])(=[O:13])[C:11]#[CH:12].C(NC(C)C)(C)C, predict the reaction product. The product is: [F:1][C:2]1[CH:7]=[C:6]([F:8])[CH:5]=[CH:4][C:3]=1[C:12]#[C:11][C:10]([OH:14])=[O:13]. (6) Given the reactants P(Cl)(Cl)(Cl)(Cl)[Cl:2].[N:7]1[CH:12]=[CH:11][CH:10]=[C:9]([S:13]([OH:16])(=[O:15])=[O:14])[CH:8]=1.C(N(CC)CC)C.[NH:24]1[CH2:29][CH2:28][O:27][CH2:26][CH2:25]1.C([O-])([O-])=O.[K+].[K+], predict the reaction product. The product is: [N:7]1[CH:12]=[CH:11][CH:10]=[C:9]([S:13]([Cl:2])(=[O:16])=[O:14])[CH:8]=1.[N:7]1[CH:12]=[CH:11][CH:10]=[C:9]([S:13]([N:24]2[CH2:29][CH2:28][O:27][CH2:26][CH2:25]2)(=[O:15])=[O:16])[CH:8]=1. (7) The product is: [CH3:3][C@:4]1([CH2:36][O:37][C:63](=[O:47])[CH2:62][O:61][CH:58]2[CH2:59][CH2:46][CH2:39][O:60]2)[O:32][C@@H:8]([O:9][C:10]2[CH:15]=[C:14]([CH2:16][O:17][CH:18]3[CH2:22][CH2:21][CH2:20][O:19]3)[CH:13]=[CH:12][C:11]=2[CH2:23][C:24]2[CH:29]=[CH:28][C:27]([CH2:30][CH3:31])=[CH:26][CH:25]=2)[C@H:7]([OH:33])[C@@H:6]([OH:34])[C@@H:5]1[OH:35]. Given the reactants [OH-].[Na+].[CH3:3][C@:4]1([CH2:36][OH:37])[O:32][C@@H:8]([O:9][C:10]2[CH:15]=[C:14]([CH2:16][O:17][CH:18]3[CH2:22][CH2:21][CH2:20][O:19]3)[CH:13]=[CH:12][C:11]=2[CH2:23][C:24]2[CH:29]=[CH:28][C:27]([CH2:30][CH3:31])=[CH:26][CH:25]=2)[C@H:7]([OH:33])[C@@H:6]([OH:34])[C@@H:5]1[OH:35].N1C(C)=CC(C)=C[C:39]=1[CH3:46].[OH:47]N1C2C=CC=CC=2N=N1.Cl.[C:58]([O:61][CH2:62][CH3:63])(=[O:60])[CH3:59], predict the reaction product. (8) The product is: [F:3][CH2:4][C:5]1[O:9][N:8]=[C:7]([C:10]([OH:12])=[O:11])[CH:6]=1. Given the reactants [OH-].[Na+].[F:3][CH2:4][C:5]1[O:9][N:8]=[C:7]([C:10]([O:12]CC)=[O:11])[CH:6]=1, predict the reaction product. (9) Given the reactants [C:1]([O:5][C:6](=[O:40])[N:7]([C@H:9]([C:11](=[O:39])[NH:12][C@@H:13]1[C:19](=[O:20])[N:18]([CH2:21][C:22]2[C:31]3[C:26](=[CH:27][C:28]([Br:32])=[CH:29][CH:30]=3)[CH:25]=[CH:24][C:23]=2[O:33][CH3:34])[C:17]2[CH:35]=[CH:36][CH:37]=[CH:38][C:16]=2[NH:15][CH2:14]1)[CH3:10])[CH3:8])([CH3:4])([CH3:3])[CH3:2].[F:41][C:42]([F:55])([F:54])[C:43]([C:45]1[CH:53]=[CH:52][C:48]([C:49](O)=[O:50])=[CH:47][CH:46]=1)=[O:44].O=P(Cl)(Cl)Cl.O, predict the reaction product. The product is: [C:1]([O:5][C:6](=[O:40])[N:7]([C@H:9]([C:11](=[O:39])[NH:12][C@@H:13]1[C:19](=[O:20])[N:18]([CH2:21][C:22]2[C:31]3[C:26](=[CH:27][C:28]([Br:32])=[CH:29][CH:30]=3)[CH:25]=[CH:24][C:23]=2[O:33][CH3:34])[C:17]2[CH:35]=[CH:36][CH:37]=[CH:38][C:16]=2[N:15]([C:49](=[O:50])[C:48]2[CH:47]=[CH:46][C:45]([C:43](=[O:44])[C:42]([F:54])([F:55])[F:41])=[CH:53][CH:52]=2)[CH2:14]1)[CH3:10])[CH3:8])([CH3:2])([CH3:3])[CH3:4].